The task is: Predict which catalyst facilitates the given reaction.. This data is from Catalyst prediction with 721,799 reactions and 888 catalyst types from USPTO. (1) Product: [NH2:1][C:2]1[CH:9]=[CH:8][C:7]([C:10](=[O:17])[C:11]2[CH:16]=[CH:15][CH:14]=[CH:13][CH:12]=2)=[CH:6][C:3]=1[CH2:4][NH:18][CH2:19][CH2:20][NH:21][C:22]([CH:24]1[CH2:29][CH2:28][CH2:27][CH2:26][CH2:25]1)=[O:23]. The catalyst class is: 19. Reactant: [NH2:1][C:2]1[CH:9]=[CH:8][C:7]([C:10](=[O:17])[C:11]2[CH:16]=[CH:15][CH:14]=[CH:13][CH:12]=2)=[CH:6][C:3]=1[CH:4]=O.[NH2:18][CH2:19][CH2:20][NH:21][C:22]([CH:24]1[CH2:29][CH2:28][CH2:27][CH2:26][CH2:25]1)=[O:23].S1C=CC=C1. (2) Reactant: [CH3:1][O:2][C:3]1[CH:4]=[C:5]2[C:10](=[CH:11][C:12]=1[O:13][CH3:14])[N:9]=[CH:8][CH:7]=[C:6]2[O:15][C:16]1[CH:22]=[CH:21][C:19]([NH2:20])=[C:18]([F:23])[CH:17]=1.ClC(Cl)(O[C:28](=[O:34])OC(Cl)(Cl)Cl)Cl.[NH2:36][N:37]1[CH2:43][CH2:42][CH2:41][CH2:40][CH2:39][CH2:38]1.C(=O)(O)[O-].[Na+]. Product: [CH3:1][O:2][C:3]1[CH:4]=[C:5]2[C:10](=[CH:11][C:12]=1[O:13][CH3:14])[N:9]=[CH:8][CH:7]=[C:6]2[O:15][C:16]1[CH:22]=[CH:21][C:19]([NH:20][C:28]([NH:36][N:37]2[CH2:43][CH2:42][CH2:41][CH2:40][CH2:39][CH2:38]2)=[O:34])=[C:18]([F:23])[CH:17]=1. The catalyst class is: 208. (3) Reactant: [N:1]1[CH:6]=[CH:5][CH:4]=[C:3]([CH2:7][OH:8])[CH:2]=1.C1(P(C2C=CC=CC=2)C2C=CC=CC=2)C=CC=CC=1.CCOC(/N=N/C(OCC)=O)=O.[CH3:40][O:41][C:42]1[C:43]([CH3:70])=[C:44]([C:61]([O:68][CH3:69])=[C:62]([O:66][CH3:67])[C:63]=1[O:64][CH3:65])[CH2:45][C:46]1[CH:47]=[CH:48][C:49](O)=[C:50]([CH:59]=1)[C:51]([N:53]1[CH2:58][CH2:57][CH2:56][CH2:55][CH2:54]1)=[O:52].[OH-].[Na+]. Product: [CH3:40][O:41][C:42]1[C:43]([CH3:70])=[C:44]([C:61]([O:68][CH3:69])=[C:62]([O:66][CH3:67])[C:63]=1[O:64][CH3:65])[CH2:45][C:46]1[CH:47]=[CH:48][C:49]([O:8][CH2:7][C:3]2[CH:2]=[N:1][CH:6]=[CH:5][CH:4]=2)=[C:50]([CH:59]=1)[C:51]([N:53]1[CH2:58][CH2:57][CH2:56][CH2:55][CH2:54]1)=[O:52]. The catalyst class is: 48. (4) Reactant: [CH2:1]([N:8]1[C:12]2=[C:13]([O:18]C)[N:14]=[CH:15][C:16]([Br:17])=[C:11]2[CH:10]=[C:9]1[C:20]([O:22][CH2:23][CH3:24])=[O:21])[C:2]1[CH:7]=[CH:6][CH:5]=[CH:4][CH:3]=1.Cl. Product: [CH2:1]([N:8]1[C:12]2[C:13](=[O:18])[NH:14][CH:15]=[C:16]([Br:17])[C:11]=2[CH:10]=[C:9]1[C:20]([O:22][CH2:23][CH3:24])=[O:21])[C:2]1[CH:7]=[CH:6][CH:5]=[CH:4][CH:3]=1. The catalyst class is: 12.